From a dataset of Forward reaction prediction with 1.9M reactions from USPTO patents (1976-2016). Predict the product of the given reaction. (1) The product is: [CH3:12][S:13]([C:16]1[CH:21]=[CH:20][C:19]([C:2]2[CH:3]=[CH:4][C:5]3[N:6]([CH:8]=[C:9]([CH3:11])[N:10]=3)[N:7]=2)=[CH:18][CH:17]=1)(=[O:15])=[O:14]. Given the reactants Cl[C:2]1[CH:3]=[CH:4][C:5]2[N:6]([CH:8]=[C:9]([CH3:11])[N:10]=2)[N:7]=1.[CH3:12][S:13]([C:16]1[CH:21]=[CH:20][C:19](B(O)O)=[CH:18][CH:17]=1)(=[O:15])=[O:14].C([O-])([O-])=O.[K+].[K+].C(Cl)Cl, predict the reaction product. (2) Given the reactants [NH2:1][C:2]1[CH:22]=[CH:21][CH:20]=[C:19]([Cl:23])[C:3]=1[C:4]([NH:6][C:7]1[CH:12]=[CH:11][CH:10]=[CH:9][C:8]=1[C:13]1[CH:18]=[CH:17][CH:16]=[CH:15][CH:14]=1)=[O:5].[Cl:24][CH2:25][C:26](Cl)=O, predict the reaction product. The product is: [C:8]1([C:13]2[CH:18]=[CH:17][CH:16]=[CH:15][CH:14]=2)[CH:9]=[CH:10][CH:11]=[CH:12][C:7]=1[N:6]1[C:4](=[O:5])[C:3]2[C:2](=[CH:22][CH:21]=[CH:20][C:19]=2[Cl:23])[N:1]=[C:26]1[CH2:25][Cl:24]. (3) Given the reactants Cl.[CH3:2][O:3][C:4]1[C:5]([CH3:21])=[C:6]([NH:14][C:15](=[O:20])[C:16]([CH3:19])([CH3:18])[CH3:17])[CH:7]=[CH:8][C:9]=1[O:10]COC.O.[CH3:23][S:24](Cl)(=[O:26])=[O:25], predict the reaction product. The product is: [CH3:23][S:24]([O:10][C:9]1[CH:8]=[CH:7][C:6]([NH:14][C:15](=[O:20])[C:16]([CH3:19])([CH3:18])[CH3:17])=[C:5]([CH3:21])[C:4]=1[O:3][CH3:2])(=[O:26])=[O:25]. (4) Given the reactants O[C:2]1([C:27]([F:30])([F:29])[F:28])[CH2:6][N:5]([C:7]2[CH:12]=[CH:11][C:10]([S:13]([CH3:16])(=[O:15])=[O:14])=[CH:9][CH:8]=2)[C:4]([C:17]2[CH:22]=[CH:21][C:20]([C:23]([F:26])([F:25])[F:24])=[CH:19][CH:18]=2)=[N:3]1.O.C1(C)C=CC(S(O)(=O)=O)=CC=1, predict the reaction product. The product is: [CH3:16][S:13]([C:10]1[CH:11]=[CH:12][C:7]([N:5]2[CH:6]=[C:2]([C:27]([F:28])([F:29])[F:30])[N:3]=[C:4]2[C:17]2[CH:22]=[CH:21][C:20]([C:23]([F:26])([F:24])[F:25])=[CH:19][CH:18]=2)=[CH:8][CH:9]=1)(=[O:14])=[O:15].